This data is from Forward reaction prediction with 1.9M reactions from USPTO patents (1976-2016). The task is: Predict the product of the given reaction. (1) Given the reactants [C:1]([N:8]([CH3:42])[CH:9]1[CH2:14][CH2:13][CH:12]([N:15]([CH2:30][C:31]2[CH:32]=[C:33](B(O)O)[CH:34]=[CH:35][C:36]=2[O:37][CH3:38])[C:16]([C:18]2[S:22][C:21]3[C:23]([F:28])=[CH:24][CH:25]=[C:26]([F:27])[C:20]=3[C:19]=2[Cl:29])=[O:17])[CH2:11][CH2:10]1)([O:3][C:4]([CH3:7])([CH3:6])[CH3:5])=[O:2].Br[C:44]1[CH:49]=[CH:48][C:47]([C:50](=[O:55])[C:51]([F:54])([F:53])[F:52])=[CH:46][CH:45]=1, predict the reaction product. The product is: [C:4]([O:3][C:1](=[O:2])[N:8]([CH:9]1[CH2:14][CH2:13][CH:12]([N:15]([C:16]([C:18]2[S:22][C:21]3[C:23]([F:28])=[CH:24][CH:25]=[C:26]([F:27])[C:20]=3[C:19]=2[Cl:29])=[O:17])[CH2:30][C:31]2[CH:32]=[C:33]([C:44]3[CH:49]=[CH:48][C:47]([C:50](=[O:55])[C:51]([F:53])([F:54])[F:52])=[CH:46][CH:45]=3)[CH:34]=[CH:35][C:36]=2[O:37][CH3:38])[CH2:11][CH2:10]1)[CH3:42])([CH3:6])([CH3:7])[CH3:5]. (2) Given the reactants C([O:3][C:4]([C:6]1[CH2:10][C:9]2([CH2:15][CH2:14][N:13]([C:16]([O:18][C:19]([CH3:22])([CH3:21])[CH3:20])=[O:17])[CH2:12][CH2:11]2)[O:8][N:7]=1)=[O:5])C.O.[OH-].[Li+], predict the reaction product. The product is: [C:19]([O:18][C:16]([N:13]1[CH2:14][CH2:15][C:9]2([O:8][N:7]=[C:6]([C:4]([OH:5])=[O:3])[CH2:10]2)[CH2:11][CH2:12]1)=[O:17])([CH3:22])([CH3:20])[CH3:21]. (3) Given the reactants [CH2:1]([C:3]1[C:4]([NH:25][CH2:26][C@@H:27]([C:35]([O:37]C(C)(C)C)=[O:36])[NH:28][C:29]2[CH:34]=[CH:33][CH:32]=[CH:31][N:30]=2)=[N:5][CH:6]=[N:7][C:8]=1[N:9]1[CH2:14][CH2:13][CH:12]([C:15]2[N:24]=[C:23]3[C:18]([CH2:19][CH2:20][CH2:21][NH:22]3)=[CH:17][CH:16]=2)[CH2:11][CH2:10]1)[CH3:2].FC(F)(F)C(O)=O.ClCCl.CO.O.C(O)(=O)C.C1(C)C=CC=CC=1, predict the reaction product. The product is: [CH2:1]([C:3]1[C:4]([NH:25][CH2:26][C@@H:27]([C:35]([OH:37])=[O:36])[NH:28][C:29]2[CH:34]=[CH:33][CH:32]=[CH:31][N:30]=2)=[N:5][CH:6]=[N:7][C:8]=1[N:9]1[CH2:14][CH2:13][CH:12]([C:15]2[N:24]=[C:23]3[C:18]([CH2:19][CH2:20][CH2:21][NH:22]3)=[CH:17][CH:16]=2)[CH2:11][CH2:10]1)[CH3:2]. (4) Given the reactants [C:1]([O:10]CC)([O:7][CH2:8][CH3:9])(OCC)[CH2:2][CH3:3].[CH2:13]([CH:15]([CH2:14][CH2:13][CH2:15][CH3:16])[C:16](O)=O)[CH3:14].[C:23]1([CH3:29])[CH:28]=[CH:27][CH:26]=[CH:25][CH:24]=1, predict the reaction product. The product is: [CH:23]1(/[CH:29]=[C:13](\[CH2:15][CH3:16])/[CH2:14][CH:2]([CH3:3])[C:1]([O:7][CH2:8][CH3:9])=[O:10])[CH2:28][CH2:27][CH2:26][CH2:25][CH2:24]1. (5) The product is: [CH2:1]([C:3]1[CH:8]=[CH:7][C:6]([OH:9])=[C:5]([O:11][C:12]2[CH:17]=[CH:16][CH:15]=[CH:14][C:13]=2[CH3:18])[CH:4]=1)[CH3:2]. Given the reactants [CH2:1]([C:3]1[CH:8]=[CH:7][C:6]([O:9]C)=[C:5]([O:11][C:12]2[CH:17]=[CH:16][CH:15]=[CH:14][C:13]=2[CH3:18])[CH:4]=1)[CH3:2].B(Br)(Br)Br, predict the reaction product. (6) Given the reactants [CH3:1][O:2][C:3](=[O:25])[CH2:4][C:5]1[CH:10]=[CH:9][C:8]([O:11][CH3:12])=[C:7]([O:13][C:14]2[CH:19]=[CH:18][C:17]([Br:20])=[CH:16][C:15]=2[CH2:21][NH:22][CH2:23][CH3:24])[CH:6]=1.Cl[C:27]([O:29][CH3:30])=[O:28], predict the reaction product. The product is: [CH3:1][O:2][C:3](=[O:25])[CH2:4][C:5]1[CH:10]=[CH:9][C:8]([O:11][CH3:12])=[C:7]([O:13][C:14]2[CH:19]=[CH:18][C:17]([Br:20])=[CH:16][C:15]=2[CH2:21][N:22]([CH2:23][CH3:24])[C:27]([O:29][CH3:30])=[O:28])[CH:6]=1. (7) Given the reactants [Cl:1][C:2]1[CH:3]=[C:4]([OH:21])[CH:5]=[CH:6][C:7]=1[N:8]1[C:12]2[CH:13]=[CH:14][CH:15]=[C:16]([C:17]([F:20])([F:19])[F:18])[C:11]=2[N:10]=[CH:9]1.F[C:23]1[CH:28]=[C:27]([S:29]([CH3:32])(=[O:31])=[O:30])[CH:26]=[C:25]([F:33])[CH:24]=1, predict the reaction product. The product is: [Cl:1][C:2]1[CH:3]=[C:4]([O:21][C:23]2[CH:28]=[C:27]([S:29]([CH3:32])(=[O:30])=[O:31])[CH:26]=[C:25]([F:33])[CH:24]=2)[CH:5]=[CH:6][C:7]=1[N:8]1[C:12]2[CH:13]=[CH:14][CH:15]=[C:16]([C:17]([F:19])([F:20])[F:18])[C:11]=2[N:10]=[CH:9]1. (8) Given the reactants [C:1]([NH:4][CH:5]([C:10]([C:12]1[CH:17]=[CH:16][CH:15]=[C:14]([CH2:18][O:19][CH3:20])[CH:13]=1)=[O:11])[C:6]([O:8][CH3:9])=[O:7])(=O)C.O=P(Cl)(Cl)Cl.O.[OH-].[Na+], predict the reaction product. The product is: [CH3:20][O:19][CH2:18][C:14]1[CH:13]=[C:12]([C:10]2[O:11][CH:1]=[N:4][C:5]=2[C:6]([O:8][CH3:9])=[O:7])[CH:17]=[CH:16][CH:15]=1. (9) Given the reactants Cl[CH2:2][C:3]1[CH:4]=[C:5]2[C:9](=[C:10]([N+:12]([O-:14])=[O:13])[CH:11]=1)[NH:8][C:7]([C:15]1[S:16][CH2:17][C@@H:18]([CH2:20][O:21][C:22](=[O:27])[C:23]([CH3:26])([CH3:25])[CH3:24])[N:19]=1)=[CH:6]2.[NH:28]1[CH2:33][CH2:32][O:31][CH2:30][CH2:29]1.CN(C=O)C, predict the reaction product. The product is: [N:28]1([CH2:2][C:3]2[CH:4]=[C:5]3[C:9](=[C:10]([N+:12]([O-:14])=[O:13])[CH:11]=2)[NH:8][C:7]([C:15]2[S:16][CH2:17][C@@H:18]([CH2:20][O:21][C:22](=[O:27])[C:23]([CH3:26])([CH3:25])[CH3:24])[N:19]=2)=[CH:6]3)[CH2:33][CH2:32][O:31][CH2:30][CH2:29]1. (10) Given the reactants [Br:1][C:2]1[C:10]2[C:5](=[N:6][CH:7]=[CH:8][C:9]=2[O:11][C:12]2[C:17]([F:18])=[CH:16][C:15]([NH:19]C(=O)C(F)(F)F)=[CH:14][C:13]=2[F:26])[N:4](COCC[Si](C)(C)C)[CH:3]=1.Cl.[OH-].[Li+], predict the reaction product. The product is: [Br:1][C:2]1[C:10]2[C:5](=[N:6][CH:7]=[CH:8][C:9]=2[O:11][C:12]2[C:17]([F:18])=[CH:16][C:15]([NH2:19])=[CH:14][C:13]=2[F:26])[NH:4][CH:3]=1.